Dataset: Reaction yield outcomes from USPTO patents with 853,638 reactions. Task: Predict the reaction yield, written as a fraction of the theoretical maximum amount of product (1.0 means a 100% yield; for example, 0.34 means a 34% yield). (1) The reactants are C[O:2][C:3](=[O:14])[CH:4]([C:6]1[CH:11]=[CH:10][CH:9]=[C:8]([C:12]#[N:13])[CH:7]=1)O.[CH:15]1([SH:20])[CH2:19][CH2:18][CH2:17][CH2:16]1.[NH2:21][C:22]1[S:23][CH:24]=[CH:25][N:26]=1. The catalyst is C1COCC1. The product is [CH:15]1([S:20][CH:4]([C:6]2[CH:11]=[CH:10][CH:9]=[C:8]([C:12]#[N:13])[CH:7]=2)[C:3]([OH:2])=[O:14])[CH2:19][CH2:18][CH2:17][CH2:16]1.[CH:15]1([S:20][CH:4]([C:6]2[CH:11]=[CH:10][CH:9]=[C:8]([C:12]#[N:13])[CH:7]=2)[C:3]([NH:21][C:22]2[S:23][CH:24]=[CH:25][N:26]=2)=[O:14])[CH2:19][CH2:18][CH2:17][CH2:16]1. The yield is 0.620. (2) The reactants are [C:1]([C:3]1[CH:8]=[CH:7][C:6]([C:9]2[N:13]3[CH:14]=[C:15]([C:18]4[CH:27]=[CH:26][C:21]([C:22]([O:24]C)=[O:23])=[C:20]([O:28][CH3:29])[CH:19]=4)[N:16]=[CH:17][C:12]3=[N:11][CH:10]=2)=[CH:5][CH:4]=1)#[N:2].[Li+].[OH-]. The catalyst is C1COCC1.CO.O. The product is [C:1]([C:3]1[CH:4]=[CH:5][C:6]([C:9]2[N:13]3[CH:14]=[C:15]([C:18]4[CH:27]=[CH:26][C:21]([C:22]([OH:24])=[O:23])=[C:20]([O:28][CH3:29])[CH:19]=4)[N:16]=[CH:17][C:12]3=[N:11][CH:10]=2)=[CH:7][CH:8]=1)#[N:2]. The yield is 0.800. (3) The reactants are CC(C)([O-])C.[K+].[F:7][C:8]1[CH:13]=[CH:12][CH:11]=[C:10]([F:14])[C:9]=1[N+:15]([O-:17])=[O:16].[C:18]([O:22][C:23](=[O:26])[CH2:24]Cl)([CH3:21])([CH3:20])[CH3:19]. The catalyst is CN1C(=O)CCC1. The product is [F:7][C:8]1[CH:13]=[C:12]([CH2:24][C:23]([O:22][C:18]([CH3:21])([CH3:20])[CH3:19])=[O:26])[CH:11]=[C:10]([F:14])[C:9]=1[N+:15]([O-:17])=[O:16]. The yield is 0.530. (4) The reactants are [CH:1]([C:4]1[N:12]2[C:7]([C:8](=[O:24])[N:9]3[CH2:15][CH:14]([C:16]4[CH:21]=[CH:20][C:19]([O:22]C)=[CH:18][CH:17]=4)[N:13]=[C:10]3[NH:11]2)=[CH:6][N:5]=1)([CH3:3])[CH3:2].BrB(Br)Br. The catalyst is C(Cl)Cl. The product is [OH:22][C:19]1[CH:20]=[CH:21][C:16]([CH:14]2[CH2:15][N:9]3[C:10]([NH:11][N:12]4[C:4]([CH:1]([CH3:3])[CH3:2])=[N:5][CH:6]=[C:7]4[C:8]3=[O:24])=[N:13]2)=[CH:17][CH:18]=1. The yield is 0.627.